From a dataset of Catalyst prediction with 721,799 reactions and 888 catalyst types from USPTO. Predict which catalyst facilitates the given reaction. Reactant: [CH:1]([C@H:3]1[CH2:8][CH2:7][C@H:6]([C:9]([O:11][CH3:12])=[O:10])[CH2:5][CH2:4]1)=[O:2].[Cl:13][C:14]1[CH:15]=[N:16][C:17](I)=[N:18][CH:19]=1.C([Li])CCC.[Cl-].[NH4+]. Product: [Cl:13][C:14]1[CH:15]=[N:16][C:17]([CH:1]([OH:2])[C@H:3]2[CH2:4][CH2:5][C@H:6]([C:9]([O:11][CH3:12])=[O:10])[CH2:7][CH2:8]2)=[N:18][CH:19]=1. The catalyst class is: 1.